Dataset: Forward reaction prediction with 1.9M reactions from USPTO patents (1976-2016). Task: Predict the product of the given reaction. (1) Given the reactants [Br:1][C:2]1[CH:3]=[C:4]([C:12]([OH:14])=O)[C:5]2[CH2:6][CH2:7][C:8](=[O:11])[C:9]=2[CH:10]=1.O.ON1C2C=CC=CC=2N=N1.[NH2:26][CH2:27][C:28]([O:30][C:31]([CH3:34])([CH3:33])[CH3:32])=[O:29], predict the reaction product. The product is: [Br:1][C:2]1[CH:10]=[C:9]2[C:5]([CH2:6][CH2:7][C:8]2=[O:11])=[C:4]([C:12]([NH:26][CH2:27][C:28]([O:30][C:31]([CH3:34])([CH3:33])[CH3:32])=[O:29])=[O:14])[CH:3]=1. (2) Given the reactants [Cl:1][C:2]1[CH:18]=[C:17]([N+:19]([O-])=O)[CH:16]=[CH:15][C:3]=1[O:4][C:5]1[CH:6]=[C:7]2[C:11](=[CH:12][CH:13]=1)[C:10](=[O:14])[NH:9][CH2:8]2.CO, predict the reaction product. The product is: [NH2:19][C:17]1[CH:16]=[CH:15][C:3]([O:4][C:5]2[CH:6]=[C:7]3[C:11](=[CH:12][CH:13]=2)[C:10](=[O:14])[NH:9][CH2:8]3)=[C:2]([Cl:1])[CH:18]=1. (3) Given the reactants [CH3:1][C@@H:2]1[NH:7][CH2:6][CH2:5][N:4]([C:8]([O:10][C:11]([CH3:14])([CH3:13])[CH3:12])=[O:9])[CH2:3]1.Br[C:16]1[CH:21]=[CH:20][C:19]([C:22]([OH:28])([CH3:27])[C:23]([F:26])([F:25])[F:24])=[CH:18][CH:17]=1.CC(C)([O-])C.[Na+].C1(P(C2CCCCC2)C2C=CC=CC=2C2C(OC(C)C)=CC=CC=2OC(C)C)CCCCC1, predict the reaction product. The product is: [CH3:1][C@@H:2]1[N:7]([C:16]2[CH:21]=[CH:20][C:19]([C:22]([OH:28])([CH3:27])[C:23]([F:25])([F:26])[F:24])=[CH:18][CH:17]=2)[CH2:6][CH2:5][N:4]([C:8]([O:10][C:11]([CH3:13])([CH3:12])[CH3:14])=[O:9])[CH2:3]1. (4) Given the reactants [Br:1][C:2]1[N:7]=[CH:6][C:5]2[CH:8]=[C:9]([C:11]3[O:15][CH:14]=[N:13][CH:12]=3)[NH:10][C:4]=2[CH:3]=1.C1C=CC=CC=1.C[Si](C)(C)[N-][Si](C)(C)C.[Na+].Cl[C:33]([O:35][CH:36]([CH3:38])[CH3:37])=[O:34], predict the reaction product. The product is: [Br:1][C:2]1[N:7]=[CH:6][C:5]2[CH:8]=[C:9]([C:11]3[O:15][CH:14]=[N:13][CH:12]=3)[N:10]([C:33]([O:35][CH:36]([CH3:38])[CH3:37])=[O:34])[C:4]=2[CH:3]=1.